Dataset: Peptide-MHC class I binding affinity with 185,985 pairs from IEDB/IMGT. Task: Regression. Given a peptide amino acid sequence and an MHC pseudo amino acid sequence, predict their binding affinity value. This is MHC class I binding data. (1) The peptide sequence is KCSDHYICLK. The MHC is HLA-A11:01 with pseudo-sequence HLA-A11:01. The binding affinity (normalized) is 0.302. (2) The peptide sequence is YIEDELRRAA. The MHC is HLA-A02:02 with pseudo-sequence HLA-A02:02. The binding affinity (normalized) is 0.405. (3) The peptide sequence is AITTPQMTL. The binding affinity (normalized) is 0.0847. The MHC is HLA-A11:01 with pseudo-sequence HLA-A11:01. (4) The peptide sequence is WIKNLETYT. The MHC is HLA-A02:02 with pseudo-sequence HLA-A02:02. The binding affinity (normalized) is 0.0906.